Predict the reactants needed to synthesize the given product. From a dataset of Full USPTO retrosynthesis dataset with 1.9M reactions from patents (1976-2016). (1) The reactants are: [CH3:1][C:2]1[CH:3]=[C:4]([CH3:25])[CH:5]=[C:6]([NH:8][C:9]([CH2:11][C:12]2[CH:13]=[CH:14][C:15]([O:18][C:19]([C:22](O)=[O:23])([CH3:21])[CH3:20])=[CH:16][CH:17]=2)=[O:10])[CH:7]=1.Cl.C[O:28][C:29](=[O:42])[C@H:30]([CH2:32][C:33]1[C:41]2[C:36](=[CH:37][CH:38]=[CH:39][CH:40]=2)[NH:35][CH:34]=1)[NH2:31].O.ON1C2C=CC=CC=2N=N1.CN1CCOCC1.Cl.CN(C)CCCN=C=NCC. Given the product [CH3:25][C:4]1[CH:5]=[C:6]([NH:8][C:9]([CH2:11][C:12]2[CH:17]=[CH:16][C:15]([O:18][C:19]([CH3:20])([CH3:21])[C:22]([NH:31][CH:30]([CH2:32][C:33]3[C:41]4[C:36](=[CH:37][CH:38]=[CH:39][CH:40]=4)[NH:35][CH:34]=3)[C:29]([OH:28])=[O:42])=[O:23])=[CH:14][CH:13]=2)=[O:10])[CH:7]=[C:2]([CH3:1])[CH:3]=1, predict the reactants needed to synthesize it. (2) Given the product [CH3:1][C@H:2]([NH:7][C:8]([C:10]1[C:18]2[C:13](=[N:14][CH:15]=[C:16]([C:19]3[S:23][C:22]([C:24](=[O:25])[NH:39][C@H:37]([CH3:38])[C:36]([CH3:41])([CH3:40])[CH3:35])=[CH:21][CH:20]=3)[N:17]=2)[N:12]([CH2:27][O:28][CH2:29][CH2:30][Si:31]([CH3:32])([CH3:34])[CH3:33])[CH:11]=1)=[O:9])[C:3]([CH3:6])([CH3:4])[CH3:5], predict the reactants needed to synthesize it. The reactants are: [CH3:1][C@H:2]([NH:7][C:8]([C:10]1[C:18]2[C:13](=[N:14][CH:15]=[C:16]([C:19]3[S:23][C:22]([C:24](O)=[O:25])=[CH:21][CH:20]=3)[N:17]=2)[N:12]([CH2:27][O:28][CH2:29][CH2:30][Si:31]([CH3:34])([CH3:33])[CH3:32])[CH:11]=1)=[O:9])[C:3]([CH3:6])([CH3:5])[CH3:4].[CH3:35][C:36]([CH3:41])([CH3:40])[C@H:37]([NH2:39])[CH3:38].Cl.CN(C)CCCN=C=NCC. (3) The reactants are: [C:1](OC(=O)C)(=[O:3])[CH3:2].[NH:8]1[C:16]2[C:11](=[CH:12][C:13]([O:17][C:18]3[CH:24]=[CH:23][CH:22]=[CH:21][C:19]=3[NH2:20])=[CH:14][CH:15]=2)[CH:10]=[N:9]1.C(=O)([O-])O.[Na+]. Given the product [NH:8]1[C:16]2[C:11](=[CH:12][C:13]([O:17][C:18]3[CH:24]=[CH:23][CH:22]=[CH:21][C:19]=3[NH:20][C:1](=[O:3])[CH3:2])=[CH:14][CH:15]=2)[CH:10]=[N:9]1, predict the reactants needed to synthesize it. (4) Given the product [Cl:1][C:2]1[CH:7]=[C:6]([OH:8])[C:5]([C:25]2[CH:30]=[CH:29][N:28]=[N:27][CH:26]=2)=[CH:4][C:3]=1[C:10]1[CH:15]=[CH:14][CH:13]=[C:12]([C:16]([F:19])([F:18])[F:17])[CH:11]=1, predict the reactants needed to synthesize it. The reactants are: [Cl:1][C:2]1[CH:7]=[C:6]([OH:8])[C:5](I)=[CH:4][C:3]=1[C:10]1[CH:15]=[CH:14][CH:13]=[C:12]([C:16]([F:19])([F:18])[F:17])[CH:11]=1.C([Sn](CCCC)(CCCC)[C:25]1[CH:30]=[CH:29][N:28]=[N:27][CH:26]=1)CCC.[F-].[Cs+]. (5) The reactants are: [CH:1]1([N:7]2[C:15]3[C:14](=[O:16])[NH:13][C:12]([C:17]4[CH:22]=[CH:21][C:20]([S:23](Cl)(=[O:25])=[O:24])=[CH:19][C:18]=4[O:27][CH2:28][CH3:29])=[N:11][C:10]=3[C:9]([CH3:30])=[N:8]2)[CH2:6][CH2:5][CH2:4][CH2:3][CH2:2]1.[CH3:31][N:32]1[CH2:38][CH2:37][CH2:36][NH:35][CH2:34][CH2:33]1. Given the product [CH:1]1([N:7]2[C:15]3[C:14](=[O:16])[NH:13][C:12]([C:17]4[CH:22]=[CH:21][C:20]([S:23]([N:35]5[CH2:36][CH2:37][CH2:38][N:32]([CH3:31])[CH2:33][CH2:34]5)(=[O:25])=[O:24])=[CH:19][C:18]=4[O:27][CH2:28][CH3:29])=[N:11][C:10]=3[C:9]([CH3:30])=[N:8]2)[CH2:6][CH2:5][CH2:4][CH2:3][CH2:2]1, predict the reactants needed to synthesize it. (6) Given the product [N:17]1[CH:18]=[CH:19][CH:20]=[CH:21][C:16]=1[CH2:15][O:14][C:12]1[N:11]=[C:10]2[CH2:22][CH2:23][CH2:24][C:9]2=[C:8]([C:6]2[N:7]=[C:2]([C:31]([OH:39])([CH3:33])[CH3:32])[CH:3]=[N:4][CH:5]=2)[CH:13]=1, predict the reactants needed to synthesize it. The reactants are: Cl[C:2]1[N:7]=[C:6]([C:8]2[CH:13]=[C:12]([O:14][CH2:15][C:16]3[CH:21]=[CH:20][CH:19]=[CH:18][N:17]=3)[N:11]=[C:10]3[CH2:22][CH2:23][CH2:24][C:9]=23)[CH:5]=[N:4][CH:3]=1.C(Cl)Cl.CCN(C(C)C)[CH:31]([CH3:33])[CH3:32].C([OH:39])C. (7) Given the product [Cl:1][C:2]1[CH:30]=[CH:29][C:5]2[N:6]([CH3:28])[C:7](=[O:27])[CH:8]([CH2:19][C:20]3[CH:25]=[CH:24][CH:23]=[CH:22][C:21]=3[Cl:26])[N:9]=[C:10]([C:11]3[CH:12]=[CH:13][C:14]([OH:17])=[CH:15][CH:16]=3)[C:4]=2[CH:3]=1, predict the reactants needed to synthesize it. The reactants are: [Cl:1][C:2]1[CH:30]=[CH:29][C:5]2[N:6]([CH3:28])[C:7](=[O:27])[CH:8]([CH2:19][C:20]3[CH:25]=[CH:24][CH:23]=[CH:22][C:21]=3[Cl:26])[N:9]=[C:10]([C:11]3[CH:16]=[CH:15][C:14]([O:17]C)=[CH:13][CH:12]=3)[C:4]=2[CH:3]=1.B(Br)(Br)Br.O. (8) Given the product [Cl:21][CH2:22][CH2:23][CH2:24][CH2:25][CH:26]([C:27]1[NH:53][N:52]=[C:15]([NH:14][C:11]2[CH:12]=[CH:13][C:8]([N:6]3[CH:7]=[C:3]([Cl:2])[N:4]=[CH:5]3)=[C:9]([O:19][CH3:20])[CH:10]=2)[N:16]=1)[C:30]1[CH:35]=[CH:34][CH:33]=[CH:32][CH:31]=1, predict the reactants needed to synthesize it. The reactants are: I.[Cl:2][C:3]1[N:4]=[CH:5][N:6]([C:8]2[CH:13]=[CH:12][C:11]([NH:14][C:15](SC)=[NH:16])=[CH:10][C:9]=2[O:19][CH3:20])[CH:7]=1.[Cl:21][CH2:22][CH2:23][CH2:24][CH2:25][CH:26]([C:30]1[CH:35]=[CH:34][CH:33]=[CH:32][CH:31]=1)[C:27](O)=O.CN1CCOCC1.C(N(CC)C(C)C)(C)C.[NH2:52][NH2:53]. (9) Given the product [CH2:28]([C:27]1[C:26]([CH3:30])=[C:25]2[C:21]([C:22](=[O:31])[O:23][CH2:24]2)=[C:20]([OH:32])[C:19]=1[CH2:18][CH:17]=[C:16]([CH3:39])[CH2:15][O:14][C:12]([NH:11][CH2:10][CH2:9][P:4](=[O:3])([OH:8])[OH:5])=[O:13])[CH3:29], predict the reactants needed to synthesize it. The reactants are: C([O:3][P:4]([CH2:9][CH2:10][NH:11][C:12]([O:14][CH2:15][C:16]([CH3:39])=[CH:17][CH2:18][C:19]1[C:20]([O:32]CC[Si](C)(C)C)=[C:21]2[C:25](=[C:26]([CH3:30])[C:27]=1[CH2:28][CH3:29])[CH2:24][O:23][C:22]2=[O:31])=[O:13])(=[O:8])[O:5]CC)C.N1C(C)=CC=CC=1C.Br[Si](C)(C)C.CO.